From a dataset of Catalyst prediction with 721,799 reactions and 888 catalyst types from USPTO. Predict which catalyst facilitates the given reaction. Reactant: Cl.C[NH:3][CH2:4][C:5]1[CH:13]=[C:12]2[C:8]([CH2:9][N:10]([CH:15]3[CH2:20][CH2:19][C:18](=[O:21])[NH:17][C:16]3=[O:22])[C:11]2=O)=[CH:7][CH:6]=1.[NH2:23][C:24]1[N:29]=[C:28]([C:30]([F:35])([F:34])[C:31]([OH:33])=O)[CH:27]=[CH:26][N:25]=1.C(N(CC)C(C)C)(C)C.F[P-](F)(F)(F)(F)F.CN(C(N(C)C)=[N+]1C2C(=NC=CC=2)[N+]([O-:65])=N1)C. Product: [NH2:23][C:24]1[N:29]=[C:28]([C:30]([F:35])([F:34])[C:31]([NH:3][CH2:4][C:5]2[CH:13]=[C:12]3[C:8](=[CH:7][CH:6]=2)[C:9](=[O:65])[N:10]([CH:15]2[CH2:20][CH2:19][C:18](=[O:21])[NH:17][C:16]2=[O:22])[CH2:11]3)=[O:33])[CH:27]=[CH:26][N:25]=1. The catalyst class is: 35.